Task: Predict which catalyst facilitates the given reaction.. Dataset: Catalyst prediction with 721,799 reactions and 888 catalyst types from USPTO (1) Reactant: O.[OH-].[Li+].[O:4]([C:11]1[N:16]=[CH:15][C:14]([C:17]2[NH:21][N:20]=[C:19]([C:22]([O:24]CC)=[O:23])[CH:18]=2)=[CH:13][N:12]=1)[C:5]1[CH:10]=[CH:9][CH:8]=[CH:7][CH:6]=1. Product: [O:4]([C:11]1[N:12]=[CH:13][C:14]([C:17]2[NH:21][N:20]=[C:19]([C:22]([OH:24])=[O:23])[CH:18]=2)=[CH:15][N:16]=1)[C:5]1[CH:10]=[CH:9][CH:8]=[CH:7][CH:6]=1. The catalyst class is: 40. (2) Reactant: [Cl:1][C:2]1[CH:3]=[CH:4][C:5]([OH:11])=[C:6]([C:8](=[O:10])[CH3:9])[CH:7]=1.[CH2:12](Br)[C:13]1[CH:18]=[CH:17][CH:16]=[CH:15][CH:14]=1.C(=O)([O-])[O-].[K+].[K+]. Product: [Cl:1][C:2]1[CH:3]=[CH:4][C:5]([O:11][CH2:12][C:13]2[CH:18]=[CH:17][CH:16]=[CH:15][CH:14]=2)=[C:6]([C:8](=[O:10])[CH3:9])[CH:7]=1. The catalyst class is: 21. (3) Product: [OH:8][CH2:9][C:10]1([CH3:37])[S:16][CH2:15][CH2:14][N:13]2[C:17]([C:20]3([C:23]4[CH:28]=[CH:27][C:26]([C:29]5[N:34]=[C:33]([C:35]#[N:36])[CH:32]=[CH:31][CH:30]=5)=[CH:25][CH:24]=4)[CH2:22][CH2:21]3)=[N:18][N:19]=[C:12]2[CH2:11]1. The catalyst class is: 5. Reactant: [Si]([O:8][CH2:9][C:10]1([CH3:37])[S:16][CH2:15][CH2:14][N:13]2[C:17]([C:20]3([C:23]4[CH:28]=[CH:27][C:26]([C:29]5[N:34]=[C:33]([C:35]#[N:36])[CH:32]=[CH:31][CH:30]=5)=[CH:25][CH:24]=4)[CH2:22][CH2:21]3)=[N:18][N:19]=[C:12]2[CH2:11]1)(C(C)(C)C)(C)C.Cl. (4) Reactant: [C:1]([N:4]1[C:13]2[C:8](=[CH:9][C:10]([C:14]3[CH:21]=[CH:20][C:17]([CH:18]=O)=[CH:16][CH:15]=3)=[CH:11][CH:12]=2)[C@@H:7]([NH:22][C:23]2[CH:28]=[CH:27][CH:26]=[CH:25][CH:24]=2)[CH2:6][C@H:5]1[CH2:29][CH3:30])(=[O:3])[CH3:2].[NH:31]1[CH2:36][CH2:35][CH2:34][CH2:33][CH2:32]1.[C:37]([OH:40])(=[O:39])C.C(O[BH-](OC(=O)C)OC(=O)C)(=O)C.[Na+]. Product: [CH:37]([OH:40])=[O:39].[C:1]([N:4]1[C:13]2[C:8](=[CH:9][C:10]([C:14]3[CH:21]=[CH:20][C:17]([CH2:18][N:31]4[CH2:36][CH2:35][CH2:34][CH2:33][CH2:32]4)=[CH:16][CH:15]=3)=[CH:11][CH:12]=2)[C@H:7]([NH:22][C:23]2[CH:28]=[CH:27][CH:26]=[CH:25][CH:24]=2)[CH2:6][C@@H:5]1[CH2:29][CH3:30])(=[O:3])[CH3:2]. The catalyst class is: 4. (5) Reactant: C([O:8][C:9]1[C:14](=[O:15])[N:13]=[C:12]([CH2:16][C:17]2([C:22]3[CH:27]=[CH:26][C:25]([Cl:28])=[CH:24][CH:23]=3)[CH2:21][CH2:20][CH2:19][CH2:18]2)[N:11]2[CH2:29][CH2:30][N:31]([CH:34]([C:36]3[CH:41]=[CH:40][CH:39]=[CH:38][CH:37]=3)[CH3:35])[C:32](=[O:33])[C:10]=12)C1C=CC=CC=1.Cl.C([O-])(O)=O.[Na+]. Product: [Cl:28][C:25]1[CH:26]=[CH:27][C:22]([C:17]2([CH2:16][C:12]3[N:11]4[CH2:29][CH2:30][N:31]([CH:34]([C:36]5[CH:37]=[CH:38][CH:39]=[CH:40][CH:41]=5)[CH3:35])[C:32](=[O:33])[C:10]4=[C:9]([OH:8])[C:14](=[O:15])[N:13]=3)[CH2:18][CH2:19][CH2:20][CH2:21]2)=[CH:23][CH:24]=1. The catalyst class is: 5. (6) Reactant: [F:1][C:2]1[CH:7]=[CH:6][C:5](/[CH:8]=[CH:9]/B(O)O)=[CH:4][CH:3]=1.[C:13]([O:17][C:18]([N:20]1[CH2:25][CH2:24][N:23]([C:26]2[NH:27][C:28]([C:33]3[CH:38]=[CH:37][N:36]=[C:35](Cl)[CH:34]=3)=[CH:29][C:30]=2[C:31]#[N:32])[CH2:22][CH2:21]1)=[O:19])([CH3:16])([CH3:15])[CH3:14].C([O-])([O-])=O.[Na+].[Na+]. Product: [C:13]([O:17][C:18]([N:20]1[CH2:21][CH2:22][N:23]([C:26]2[NH:27][C:28]([C:33]3[CH:38]=[CH:37][N:36]=[C:35](/[CH:9]=[CH:8]/[C:5]4[CH:6]=[CH:7][C:2]([F:1])=[CH:3][CH:4]=4)[CH:34]=3)=[CH:29][C:30]=2[C:31]#[N:32])[CH2:24][CH2:25]1)=[O:19])([CH3:16])([CH3:14])[CH3:15]. The catalyst class is: 259. (7) Reactant: [NH2:1][C:2]1[CH:3]=[C:4]([C:8]#[C:9][C:10]2[CH:11]=[C:12]([NH:16][C:17](=[O:23])[O:18][C:19]([CH3:22])([CH3:21])[CH3:20])[CH:13]=[CH:14][CH:15]=2)[CH:5]=[CH:6][CH:7]=1. Product: [NH2:1][C:2]1[CH:3]=[C:4]([CH2:8][CH2:9][C:10]2[CH:11]=[C:12]([NH:16][C:17](=[O:23])[O:18][C:19]([CH3:21])([CH3:20])[CH3:22])[CH:13]=[CH:14][CH:15]=2)[CH:5]=[CH:6][CH:7]=1. The catalyst class is: 19. (8) Reactant: [C:1]([O:5][C:6](=[O:22])[NH:7][C@@H:8]1[CH2:13][CH2:12][CH2:11][CH2:10][C@H:9]1[O:14]CC1C=CC=CC=1)([CH3:4])([CH3:3])[CH3:2].C(OCC)(=O)C. Product: [C:1]([O:5][C:6](=[O:22])[NH:7][C@@H:8]1[CH2:13][CH2:12][CH2:11][CH2:10][C@H:9]1[OH:14])([CH3:4])([CH3:2])[CH3:3]. The catalyst class is: 43.